This data is from Catalyst prediction with 721,799 reactions and 888 catalyst types from USPTO. The task is: Predict which catalyst facilitates the given reaction. (1) Reactant: [CH2:1]([N:3]([CH2:11][C:12]1[CH:13]=[N:14][CH:15]=[C:16]([C:19]2[CH:20]=[C:21]3[C:25](=[CH:26][CH:27]=2)[N:24]([CH:28]2[CH2:33][CH2:32][CH2:31][CH2:30][O:29]2)[N:23]=[C:22]3[C:34]2[NH:35][C:36]([C:39]([NH:41][CH2:42][C:43]3C=N[CH:46]=[CH:47][CH:48]=3)=[O:40])=[CH:37][N:38]=2)[C:17]=1[CH3:18])[C:4](=[O:10])[O:5][C:6]([CH3:9])([CH3:8])[CH3:7])[CH3:2].[C:49](OC(N(CC1C(C)=C(C2C=C3C(=CC=2)N(C2CCCCO2)N=C3C2NC(C(O)=O)=CN=2)C=NC=1)CC)=O)(C)(C)C.CCN(CC)CC.C1(N)CCCCC1.CN(C(ON1N=NC2C=CC=NC1=2)=[N+](C)C)C.F[P-](F)(F)(F)(F)F. Product: [CH:42]1([NH:41][C:39]([C:36]2[NH:35][C:34]([C:22]3[C:21]4[C:25](=[CH:26][CH:27]=[C:19]([C:16]5[C:17]([CH3:18])=[C:12]([CH2:11][N:3]([CH2:1][CH3:2])[C:4](=[O:10])[O:5][C:6]([CH3:7])([CH3:8])[CH3:9])[CH:13]=[N:14][CH:15]=5)[CH:20]=4)[N:24]([CH:28]4[CH2:33][CH2:32][CH2:31][CH2:30][O:29]4)[N:23]=3)=[N:38][CH:37]=2)=[O:40])[CH2:49][CH2:46][CH2:47][CH2:48][CH2:43]1. The catalyst class is: 2. (2) Reactant: [Cl:1][C:2]1[C:3]([F:31])=[C:4]([CH:8]2[C:12]([C:15]3[CH:20]=[CH:19][C:18]([Cl:21])=[CH:17][C:16]=3[F:22])([C:13]#[N:14])[CH:11]([CH2:23][C:24]([CH3:27])([CH3:26])[CH3:25])[NH:10][CH:9]2[C:28]([OH:30])=O)[CH:5]=[CH:6][CH:7]=1.CCN(C(C)C)C(C)C.C1(P(Cl)(C2C=CC=CC=2)=O)C=CC=CC=1.[CH2:56]([O:58][C:59]([C:61]1[CH:66]=[N:65][C:64]([NH2:67])=[CH:63][N:62]=1)=[O:60])[CH3:57]. Product: [Cl:1][C:2]1[C:3]([F:31])=[C:4]([C@@H:8]2[C@:12]([C:15]3[CH:20]=[CH:19][C:18]([Cl:21])=[CH:17][C:16]=3[F:22])([C:13]#[N:14])[C@H:11]([CH2:23][C:24]([CH3:27])([CH3:26])[CH3:25])[NH:10][C@H:9]2[C:28]([NH:67][C:64]2[N:65]=[CH:66][C:61]([C:59]([O:58][CH2:56][CH3:57])=[O:60])=[N:62][CH:63]=2)=[O:30])[CH:5]=[CH:6][CH:7]=1. The catalyst class is: 4. (3) Reactant: [Br:1][C:2]1[C:3]([F:15])=[CH:4][C:5]([Cl:14])=[C:6]([CH:13]=1)[C:7](N(OC)C)=[O:8].[CH2:16]([C:18]1[CH:23]=[CH:22][C:21]([Mg]Br)=[CH:20][CH:19]=1)[CH3:17]. Product: [Br:1][C:2]1[C:3]([F:15])=[CH:4][C:5]([Cl:14])=[C:6]([C:7]([C:21]2[CH:22]=[CH:23][C:18]([CH2:16][CH3:17])=[CH:19][CH:20]=2)=[O:8])[CH:13]=1. The catalyst class is: 7. (4) Reactant: CC[N:3](C1C=CC=CC=1)CC.[N:12]1[CH:17]=[CH:16][N:15]=[CH:14][C:13]=1[C:18]([OH:20])=O.Cl.CN(C)CCCN=C=NCC.ON1C2C=CC=CC=2N=N1. Product: [N:12]1[CH:17]=[CH:16][N:15]=[CH:14][C:13]=1[C:18]([NH2:3])=[O:20]. The catalyst class is: 1. (5) Reactant: [CH3:1][C:2]([C:8]1[CH:13]=[CH:12][C:11]([C:14]([F:17])([F:16])[F:15])=[CH:10][CH:9]=1)([CH3:7])[C:3]([O:5]C)=[O:4].[OH-].[K+]. Product: [CH3:7][C:2]([C:8]1[CH:13]=[CH:12][C:11]([C:14]([F:15])([F:17])[F:16])=[CH:10][CH:9]=1)([CH3:1])[C:3]([OH:5])=[O:4]. The catalyst class is: 24. (6) Reactant: [CH3:1][O:2][CH:3]([O:13][CH3:14])[C:4]1[CH:9]=[CH:8][C:7](Br)=[CH:6][C:5]=1[O:11][CH3:12].C([Li])CCC.[CH2:20]([N:27]1[CH2:32][CH2:31][C:30](=[O:33])[CH2:29][CH2:28]1)[C:21]1[CH:26]=[CH:25][CH:24]=[CH:23][CH:22]=1.O. Product: [CH3:1][O:2][CH:3]([O:13][CH3:14])[C:4]1[CH:9]=[CH:8][C:7]([C:30]2([OH:33])[CH2:31][CH2:32][N:27]([CH2:20][C:21]3[CH:26]=[CH:25][CH:24]=[CH:23][CH:22]=3)[CH2:28][CH2:29]2)=[CH:6][C:5]=1[O:11][CH3:12]. The catalyst class is: 788. (7) Reactant: [C:1]([N:4]1[CH2:9][CH2:8][C:7]2[N:10]=[C:11]([C:13]3[CH:18]=[CH:17][C:16]([O:19][CH2:20][CH2:21][CH2:22]Cl)=[CH:15][CH:14]=3)[S:12][C:6]=2[CH2:5]1)(=[O:3])[CH3:2].C(=O)([O-])[O-].[K+].[K+].[I-].[Na+].Cl.[NH:33]1[CH2:47][CH2:46][CH2:45][C@H:34]1[C:35]([O:37][CH2:38][C:39]1[CH:44]=[CH:43][CH:42]=[CH:41][CH:40]=1)=[O:36]. Product: [C:1]([N:4]1[CH2:9][CH2:8][C:7]2[N:10]=[C:11]([C:13]3[CH:18]=[CH:17][C:16]([O:19][CH2:20][CH2:21][CH2:22][N:33]4[CH2:47][CH2:46][CH2:45][C@H:34]4[C:35]([O:37][CH2:38][C:39]4[CH:44]=[CH:43][CH:42]=[CH:41][CH:40]=4)=[O:36])=[CH:15][CH:14]=3)[S:12][C:6]=2[CH2:5]1)(=[O:3])[CH3:2]. The catalyst class is: 10. (8) Reactant: [CH3:1][O-].[Na+].[N:4]#[C:5][NH2:6].[Cl:7][C:8]1[CH:13]=[C:12]([N:14]=[C:15]=[S:16])[CH:11]=[C:10]([Cl:17])[C:9]=1[I:18].CI. Product: [C:5](/[N:6]=[C:15](\[S:16][CH3:1])/[NH:14][C:12]1[CH:13]=[C:8]([Cl:7])[C:9]([I:18])=[C:10]([Cl:17])[CH:11]=1)#[N:4]. The catalyst class is: 5.